This data is from Peptide-MHC class I binding affinity with 185,985 pairs from IEDB/IMGT. The task is: Regression. Given a peptide amino acid sequence and an MHC pseudo amino acid sequence, predict their binding affinity value. This is MHC class I binding data. The peptide sequence is VITDQTVNI. The MHC is HLA-A02:03 with pseudo-sequence HLA-A02:03. The binding affinity (normalized) is 0.376.